From a dataset of Full USPTO retrosynthesis dataset with 1.9M reactions from patents (1976-2016). Predict the reactants needed to synthesize the given product. (1) Given the product [Br:27][C:2]1[CH:3]=[CH:4][C:5]([O:19][CH2:20][C:21]2[CH:26]=[CH:25][CH:24]=[CH:23][CH:22]=2)=[C:6]([CH2:8][C:9]2[S:10][CH:11]=[C:12]([C:14]([O:16][CH2:17][CH3:18])=[O:15])[N:13]=2)[CH:7]=1, predict the reactants needed to synthesize it. The reactants are: Cl[C:2]1[CH:3]=[CH:4][C:5]([O:19][CH2:20][C:21]2[CH:26]=[CH:25][CH:24]=[CH:23][CH:22]=2)=[C:6]([CH2:8][C:9]2[S:10][CH:11]=[C:12]([C:14]([O:16][CH2:17][CH3:18])=[O:15])[N:13]=2)[CH:7]=1.[Br:27]C1C=CC(OCC2C=CC=CC=2)=C(CC(=S)N)C=1. (2) Given the product [OH:33][CH2:32][C@@H:20]([NH:8][CH2:9][C@H:10]([OH:19])[CH2:11][O:12][C:13]1[CH:14]=[CH:15][CH:16]=[CH:17][CH:18]=1)[CH2:21][C:22]1[CH:31]=[CH:30][C:25]([C:26]([OH:28])=[O:27])=[CH:24][CH:23]=1, predict the reactants needed to synthesize it. The reactants are: C([N:8]([C@H:20]([CH2:32][OH:33])[CH2:21][C:22]1[CH:31]=[CH:30][C:25]([C:26]([O:28]C)=[O:27])=[CH:24][CH:23]=1)[CH2:9][C@H:10]([OH:19])[CH2:11][O:12][C:13]1[CH:18]=[CH:17][CH:16]=[CH:15][CH:14]=1)C1C=CC=CC=1. (3) The reactants are: [Br:1][C:2]1[CH:3]=[C:4]([C:12]2([NH2:15])[CH2:14][CH2:13]2)[CH:5]=[C:6]([C:8]([F:11])([F:10])[F:9])[CH:7]=1.C([O-])([O-])=O.[K+].[K+].[C:22](O[C:22]([O:24][C:25]([CH3:28])([CH3:27])[CH3:26])=[O:23])([O:24][C:25]([CH3:28])([CH3:27])[CH3:26])=[O:23]. Given the product [Br:1][C:2]1[CH:3]=[C:4]([C:12]2([NH:15][C:22](=[O:23])[O:24][C:25]([CH3:28])([CH3:27])[CH3:26])[CH2:14][CH2:13]2)[CH:5]=[C:6]([C:8]([F:10])([F:11])[F:9])[CH:7]=1, predict the reactants needed to synthesize it. (4) Given the product [Fe:128].[C:129]([OH:140])(=[O:139])[C:130]1[CH:138]=[C:136]([OH:137])[C:134]([OH:135])=[C:132]([OH:133])[CH:131]=1, predict the reactants needed to synthesize it. The reactants are: C(O)C(N)(CO)CO.Cl.C1N=C2N([C@@H]3O[C@H](COP(OP(OP(O)(O)=O)(O)=O)(O)=O)[C@@H](O)C3)C=NC2=C(N)N=1.P(OC[C@H]1O[C@@H](N2C3N=C(N)NC(=O)C=3N=C2)C[C@@H]1O)(OP(OP(O)(O)=O)(O)=O)(=O)O.P(OC[C@H]1O[C@@H](N2C=CC(N)=NC2=O)C[C@@H]1O)(OP(OP(O)(O)=O)(O)=O)(=O)O.OP(=O)(OC[C@H]1O[C@@H](N2C=C(C)C(=O)NC2=O)C[C@@H]1O)OP(=O)(OP(=O)(O)O)O.[Fe:128].[C:129]([OH:140])(=[O:139])[C:130]1[CH:138]=[C:136]([OH:137])[C:134]([OH:135])=[C:132]([OH:133])[CH:131]=1. (5) Given the product [Cl:13][C:14]1[CH:15]=[C:16]([O:9][CH:6]2[CH2:7][CH2:8][N:2]([CH3:1])[CH2:3][C:4]3[CH:12]=[CH:11][O:10][C:5]2=3)[CH:17]=[CH:18][C:19]=1[Cl:20], predict the reactants needed to synthesize it. The reactants are: [CH3:1][N:2]1[CH2:8][CH2:7][CH:6]([OH:9])[C:5]2[O:10][CH:11]=[CH:12][C:4]=2[CH2:3]1.[Cl:13][C:14]1[CH:15]=[C:16](F)[CH:17]=[CH:18][C:19]=1[Cl:20]. (6) Given the product [C:10]([O:13][C:14]([N:4]1[CH2:5][CH2:6][CH2:7][CH:2]([NH2:1])[C:3]1=[O:8])=[O:15])([CH3:12])([CH3:11])[CH3:9], predict the reactants needed to synthesize it. The reactants are: [NH2:1][CH:2]1[CH2:7][CH2:6][CH2:5][NH:4][C:3]1=[O:8].[CH3:9][C:10]([O:13][C:14](O[C:14]([O:13][C:10]([CH3:12])([CH3:11])[CH3:9])=[O:15])=[O:15])([CH3:12])[CH3:11].CCN(CC)CC.